The task is: Predict the reaction yield, written as a fraction of the theoretical maximum amount of product (1.0 means a 100% yield; for example, 0.34 means a 34% yield).. This data is from Reaction yield outcomes from USPTO patents with 853,638 reactions. (1) The reactants are [CH2:1]([O:3][C:4](=[O:20])[CH2:5][NH:6][C:7]1[CH:12]=[C:11]([CH:13]2[CH2:18][CH2:17][CH2:16][NH:15][CH2:14]2)[CH:10]=[CH:9][C:8]=1[CH3:19])[CH3:2].CN(C)CCCN=C=NCC.[CH3:32][C:33]1[N:34]=[C:35]([C:41]2[CH:46]=[CH:45][C:44]([C:47]([F:50])([F:49])[F:48])=[CH:43][CH:42]=2)[S:36][C:37]=1[C:38](O)=[O:39]. The catalyst is C(Cl)Cl. The product is [CH2:1]([O:3][C:4](=[O:20])[CH2:5][NH:6][C:7]1[CH:12]=[C:11]([CH:13]2[CH2:18][CH2:17][CH2:16][N:15]([C:38]([C:37]3[S:36][C:35]([C:41]4[CH:42]=[CH:43][C:44]([C:47]([F:50])([F:48])[F:49])=[CH:45][CH:46]=4)=[N:34][C:33]=3[CH3:32])=[O:39])[CH2:14]2)[CH:10]=[CH:9][C:8]=1[CH3:19])[CH3:2]. The yield is 0.150. (2) The reactants are N#N.[CH2:3]1[CH2:7][O:6][CH2:5][CH2:4]1.[CH2:8]([Li])[CH2:9][CH2:10][CH2:11]CC.C1(O)CC1. The catalyst is CN1C(=O)N(C)CCC1. The product is [CH2:5]([CH:4]1[CH2:3][CH:7]1[OH:6])[CH2:11][CH2:10][C:9]#[CH:8]. The yield is 0.980.